From a dataset of Forward reaction prediction with 1.9M reactions from USPTO patents (1976-2016). Predict the product of the given reaction. (1) Given the reactants [CH2:1]([O:3][C:4]([C:6]1[N:7]=[C:8]([CH:11]2[CH2:16][CH2:15][N:14](C(OC(C)(C)C)=O)[CH2:13][CH2:12]2)[S:9][CH:10]=1)=[O:5])[CH3:2].[ClH:24].C(O)C, predict the reaction product. The product is: [ClH:24].[NH:14]1[CH2:15][CH2:16][CH:11]([C:8]2[S:9][CH:10]=[C:6]([C:4]([O:3][CH2:1][CH3:2])=[O:5])[N:7]=2)[CH2:12][CH2:13]1. (2) Given the reactants [CH3:1][C:2]1([C:13]2[CH:18]=[CH:17][CH:16]=[CH:15][CH:14]=2)[C:11]2[C:6](=[CH:7][CH:8]=[CH:9][CH:10]=2)[NH:5][C:4](=[O:12])[NH:3]1.Cl[CH2:20][C:21]1[CH:26]=[CH:25][C:24]([O:27][CH3:28])=[CH:23][CH:22]=1.C([O-])([O-])=O.[Cs+].[Cs+].CI, predict the reaction product. The product is: [CH3:28][O:27][C:24]1[CH:25]=[CH:26][C:21]([CH2:20][N:5]2[C:6]3[C:11](=[CH:10][CH:9]=[CH:8][CH:7]=3)[C:2]([CH3:1])([C:13]3[CH:18]=[CH:17][CH:16]=[CH:15][CH:14]=3)[NH:3][C:4]2=[O:12])=[CH:22][CH:23]=1.